From a dataset of NCI-60 drug combinations with 297,098 pairs across 59 cell lines. Regression. Given two drug SMILES strings and cell line genomic features, predict the synergy score measuring deviation from expected non-interaction effect. (1) Drug 1: CN(CCCl)CCCl.Cl. Drug 2: CC1CCCC2(C(O2)CC(NC(=O)CC(C(C(=O)C(C1O)C)(C)C)O)C(=CC3=CSC(=N3)C)C)C. Cell line: SR. Synergy scores: CSS=74.6, Synergy_ZIP=-1.45, Synergy_Bliss=-2.00, Synergy_Loewe=-4.76, Synergy_HSA=-0.679. (2) Drug 1: C1CN1P(=S)(N2CC2)N3CC3. Drug 2: COC1=NC(=NC2=C1N=CN2C3C(C(C(O3)CO)O)O)N. Cell line: MDA-MB-231. Synergy scores: CSS=21.4, Synergy_ZIP=-0.971, Synergy_Bliss=3.40, Synergy_Loewe=-10.1, Synergy_HSA=2.27. (3) Drug 2: CC1=C(C=C(C=C1)NC2=NC=CC(=N2)N(C)C3=CC4=NN(C(=C4C=C3)C)C)S(=O)(=O)N.Cl. Drug 1: CNC(=O)C1=CC=CC=C1SC2=CC3=C(C=C2)C(=NN3)C=CC4=CC=CC=N4. Synergy scores: CSS=50.2, Synergy_ZIP=-3.01, Synergy_Bliss=-4.39, Synergy_Loewe=-7.65, Synergy_HSA=-2.26. Cell line: SR. (4) Drug 1: C1=CC(=CC=C1CC(C(=O)O)N)N(CCCl)CCCl.Cl. Drug 2: CC(C)CN1C=NC2=C1C3=CC=CC=C3N=C2N. Cell line: HOP-92. Synergy scores: CSS=8.33, Synergy_ZIP=-4.96, Synergy_Bliss=-5.76, Synergy_Loewe=-6.44, Synergy_HSA=-5.62. (5) Drug 1: CNC(=O)C1=CC=CC=C1SC2=CC3=C(C=C2)C(=NN3)C=CC4=CC=CC=N4. Drug 2: C1=C(C(=O)NC(=O)N1)F. Cell line: NCIH23. Synergy scores: CSS=34.7, Synergy_ZIP=-8.89, Synergy_Bliss=-10.8, Synergy_Loewe=-11.9, Synergy_HSA=-11.3. (6) Drug 1: CC1=C(C=C(C=C1)C(=O)NC2=CC(=CC(=C2)C(F)(F)F)N3C=C(N=C3)C)NC4=NC=CC(=N4)C5=CN=CC=C5. Drug 2: CS(=O)(=O)OCCCCOS(=O)(=O)C. Cell line: SK-MEL-2. Synergy scores: CSS=28.2, Synergy_ZIP=-2.67, Synergy_Bliss=-10.4, Synergy_Loewe=-18.8, Synergy_HSA=-2.61. (7) Drug 1: C1=NC(=NC(=O)N1C2C(C(C(O2)CO)O)O)N. Drug 2: CC1C(C(CC(O1)OC2CC(CC3=C2C(=C4C(=C3O)C(=O)C5=C(C4=O)C(=CC=C5)OC)O)(C(=O)CO)O)N)O.Cl. Cell line: ACHN. Synergy scores: CSS=47.3, Synergy_ZIP=-6.75, Synergy_Bliss=0.772, Synergy_Loewe=1.69, Synergy_HSA=4.08.